From a dataset of Peptide-MHC class II binding affinity with 134,281 pairs from IEDB. Regression. Given a peptide amino acid sequence and an MHC pseudo amino acid sequence, predict their binding affinity value. This is MHC class II binding data. (1) The peptide sequence is PPSSLIGDCAHKDLM. The MHC is DRB1_0101 with pseudo-sequence DRB1_0101. The binding affinity (normalized) is 0.734. (2) The peptide sequence is MSIHGKGEWMTTEDM. The MHC is DRB1_0701 with pseudo-sequence DRB1_0701. The binding affinity (normalized) is 0.372. (3) The peptide sequence is YDYFLANVSTVLTGK. The MHC is DRB1_0401 with pseudo-sequence DRB1_0401. The binding affinity (normalized) is 0.685. (4) The peptide sequence is RDSDDWLNKYSYYPE. The MHC is DRB1_1301 with pseudo-sequence DRB1_1301. The binding affinity (normalized) is 0. (5) The peptide sequence is IHAVPFGLVSMMIAMKK. The MHC is DRB1_1101 with pseudo-sequence DRB1_1101. The binding affinity (normalized) is 0.820.